From a dataset of Full USPTO retrosynthesis dataset with 1.9M reactions from patents (1976-2016). Predict the reactants needed to synthesize the given product. (1) Given the product [N:23]1([CH2:2][CH2:3][CH2:4][CH2:5][O:6][C:7]2[CH:22]=[CH:21][C:10]3[C:11]([C:14]4[CH:19]=[CH:18][C:17]([Br:20])=[CH:16][CH:15]=4)=[N:12][S:13][C:9]=3[CH:8]=2)[CH2:26][CH2:25][CH2:24]1, predict the reactants needed to synthesize it. The reactants are: Br[CH2:2][CH2:3][CH2:4][CH2:5][O:6][C:7]1[CH:22]=[CH:21][C:10]2[C:11]([C:14]3[CH:19]=[CH:18][C:17]([Br:20])=[CH:16][CH:15]=3)=[N:12][S:13][C:9]=2[CH:8]=1.[NH:23]1[CH2:26][CH2:25][CH2:24]1. (2) Given the product [Cl:25][C:10]1[N:11]=[N:12][C:13]([CH3:14])=[C:8]([C:5]2[CH:6]=[CH:7][C:2]([Cl:1])=[CH:3][CH:4]=2)[C:9]=1[C:16]1[CH:21]=[CH:20][C:19]([CH3:22])=[CH:18][N:17]=1, predict the reactants needed to synthesize it. The reactants are: [Cl:1][C:2]1[CH:7]=[CH:6][C:5]([C:8]2[C:13]([CH3:14])=[N:12][NH:11][C:10](=O)[C:9]=2[C:16]2[CH:21]=[CH:20][C:19]([CH3:22])=[CH:18][N:17]=2)=[CH:4][CH:3]=1.P(Cl)(Cl)([Cl:25])=O. (3) The reactants are: [C:1]([O:5][C:6]([NH:8][C@H:9]([C:25]([O-:27])=[O:26])[CH2:10][C:11]1[CH:16]=[CH:15][C:14](OS(C(F)(F)F)(=O)=O)=[CH:13][CH:12]=1)=[O:7])([CH3:4])([CH3:3])[CH3:2].CC1(C)C(C)(C)OB([C:36]2[CH2:37][CH2:38][N:39]([C:42]([O:44][C:45]([CH3:48])([CH3:47])[CH3:46])=[O:43])[CH2:40][CH:41]=2)O1.[C:50](=O)([O-])[O-].[K+].[K+]. Given the product [C:1]([O:5][C:6]([NH:8][C@H:9]([C:25]([O:27][CH3:50])=[O:26])[CH2:10][C:11]1[CH:16]=[CH:15][C:14]([C:36]2[CH2:41][CH2:40][N:39]([C:42]([O:44][C:45]([CH3:48])([CH3:47])[CH3:46])=[O:43])[CH2:38][CH:37]=2)=[CH:13][CH:12]=1)=[O:7])([CH3:4])([CH3:3])[CH3:2], predict the reactants needed to synthesize it. (4) Given the product [N+:38]([C:21]1[CH:22]=[C:23]([CH:36]=[CH:37][C:20]=1[NH:19][C:17]([C:15]1[O:16][C:11]([NH:10][C:3]2[CH:4]=[C:5]([F:9])[C:6]([F:8])=[CH:7][C:2]=2[F:1])=[N:14][N:13]=1)=[O:18])[O:24][C@H:25]1[CH2:26][CH2:27][C@H:28]([C:31]([O:33][CH2:34][CH3:35])=[O:32])[CH2:29][CH2:30]1)([O-:40])=[O:39], predict the reactants needed to synthesize it. The reactants are: [F:1][C:2]1[CH:7]=[C:6]([F:8])[C:5]([F:9])=[CH:4][C:3]=1[N:10]=[C:11]=S.[NH:13]([C:15]([C:17]([NH:19][C:20]1[CH:37]=[CH:36][C:23]([O:24][C@H:25]2[CH2:30][CH2:29][C@H:28]([C:31]([O:33][CH2:34][CH3:35])=[O:32])[CH2:27][CH2:26]2)=[CH:22][C:21]=1[N+:38]([O-:40])=[O:39])=[O:18])=[O:16])[NH2:14].CCN=C=NCCCN(C)C. (5) Given the product [F:6][S:7]([F:19])([F:18])([F:17])([F:16])[C:8]1[CH:13]=[CH:12][C:11](/[CH:22]=[CH:21]/[C:20]([O:24][CH3:25])=[O:23])=[CH:10][CH:9]=1, predict the reactants needed to synthesize it. The reactants are: F[B-](F)(F)F.[F:6][S:7]([F:19])([F:18])([F:17])([F:16])[C:8]1[CH:13]=[CH:12][C:11]([N+]#N)=[CH:10][CH:9]=1.[C:20]([O:24][CH3:25])(=[O:23])[CH:21]=[CH2:22]. (6) Given the product [CH:12]([CH:13]1[CH2:17][CH2:16][C:15](=[O:18])[N:14]1[CH2:19][CH2:20][CH2:21][C:22]1[S:26][C:25]([C:27]([O:29][CH3:30])=[O:28])=[CH:24][CH:23]=1)=[O:11], predict the reactants needed to synthesize it. The reactants are: C(Cl)(=O)C(Cl)=O.CS(C)=O.[OH:11][CH2:12][CH:13]1[CH2:17][CH2:16][C:15](=[O:18])[N:14]1[CH2:19][CH2:20][CH2:21][C:22]1[S:26][C:25]([C:27]([O:29][CH3:30])=[O:28])=[CH:24][CH:23]=1.CCN(CC)CC. (7) Given the product [Br:14][C:11]1[CH:12]=[CH:13][C:8]([C:6]2[N:30]=[C:1]([CH3:2])[O:4][C:5]=2[C:15]2[CH:20]=[CH:19][C:18]([S:21]([CH3:24])(=[O:23])=[O:22])=[C:17]([F:25])[CH:16]=2)=[CH:9][CH:10]=1, predict the reactants needed to synthesize it. The reactants are: [C:1]([O:4][CH:5]([C:15]1[CH:20]=[CH:19][C:18]([S:21]([CH3:24])(=[O:23])=[O:22])=[C:17]([F:25])[CH:16]=1)[C:6]([C:8]1[CH:13]=[CH:12][C:11]([Br:14])=[CH:10][CH:9]=1)=O)(=O)[CH3:2].C([O-])(=O)C.[NH4+:30].